Dataset: Catalyst prediction with 721,799 reactions and 888 catalyst types from USPTO. Task: Predict which catalyst facilitates the given reaction. (1) Reactant: [C:1]([C:4]1[CH:19]=[CH:18][C:7]([C:8]([NH:10][CH2:11][C:12]2[CH:13]=[N:14][CH:15]=[CH:16][CH:17]=2)=[O:9])=[C:6]([NH:20][CH2:21][CH2:22][C:23]2[CH:28]=[CH:27][CH:26]=[C:25]([F:29])[CH:24]=2)[N:5]=1)(=[NH:3])[NH2:2].[N:30]#[C:31]Br.CCN(C(C)C)C(C)C. Product: [C:31]([NH:3][C:1]([C:4]1[CH:19]=[CH:18][C:7]([C:8]([NH:10][CH2:11][C:12]2[CH:13]=[N:14][CH:15]=[CH:16][CH:17]=2)=[O:9])=[C:6]([NH:20][CH2:21][CH2:22][C:23]2[CH:28]=[CH:27][CH:26]=[C:25]([F:29])[CH:24]=2)[N:5]=1)=[NH:2])#[N:30]. The catalyst class is: 2. (2) Reactant: Br[C:2]1[CH:32]=[CH:31][C:5]2[N:6]=[C:7]([NH:9][C:10]3[CH:15]=[C:14]([CH2:16][N:17]4[CH2:22][CH2:21][CH2:20][CH2:19][CH2:18]4)[N:13]=[C:12]([NH:23][C@H:24]4[CH2:29][CH2:28][C@H:27]([OH:30])[CH2:26][CH2:25]4)[N:11]=3)[S:8][C:4]=2[CH:3]=1.CC1(C)C(C)(C)OB([C:41]2[CH:42]=[C:43]([C:47]#[N:48])[CH:44]=[N:45][CH:46]=2)O1.P([O-])([O-])([O-])=O.[K+].[K+].[K+]. Product: [OH:30][C@H:27]1[CH2:28][CH2:29][C@H:24]([NH:23][C:12]2[N:11]=[C:10]([NH:9][C:7]3[S:8][C:4]4[CH:3]=[C:2]([C:41]5[CH:42]=[C:43]([C:47]#[N:48])[CH:44]=[N:45][CH:46]=5)[CH:32]=[CH:31][C:5]=4[N:6]=3)[CH:15]=[C:14]([CH2:16][N:17]3[CH2:18][CH2:19][CH2:20][CH2:21][CH2:22]3)[N:13]=2)[CH2:25][CH2:26]1. The catalyst class is: 38. (3) Reactant: Cl[C:2]1[CH:7]=[C:6]([C:8]#[N:9])[CH:5]=[CH:4][N:3]=1.C[O-].[Na+].[NH2:13][C:14]1[CH:22]=[N:21][CH:20]=[C:19]([O:23][CH3:24])[C:15]=1[C:16]([OH:18])=O. Product: [CH3:24][O:23][C:19]1[C:15]2[C:16](=[O:18])[NH:9][C:8]([C:6]3[CH:5]=[CH:4][N:3]=[CH:2][CH:7]=3)=[N:13][C:14]=2[CH:22]=[N:21][CH:20]=1. The catalyst class is: 5.